Dataset: Experimentally validated miRNA-target interactions with 360,000+ pairs, plus equal number of negative samples. Task: Binary Classification. Given a miRNA mature sequence and a target amino acid sequence, predict their likelihood of interaction. (1) The miRNA is hsa-miR-4499 with sequence AAGACUGAGAGGAGGGA. The protein sequence of the target gene is MEEDQELERKISGLKTSMAEGERKTALEMVQAAGTDRHCVTFVLHEEDHTLGNSLRYMIMKNPEVEFCGYTTTHPSESKINLRIQTRGTLPAVEPFQRGLNELMNVCQHVLDKFEASIKDYKDQKASRNESTF. Result: 0 (no interaction). (2) The miRNA is mmu-miR-3106-5p with sequence UGGCUCAUUUAGAAGCAGCCA. The protein sequence of the target gene is MLRAPGCLLRTSVAPAAALAAALLSSLARCSLLEPRDPVASSLSPYFGTKTRYEDVNPVLLSGPEAPWRDPELLEGTCTPVQLVALIRHGTRYPTVKQIRKLRQLHGLLQARGSRDGGASSTGSRDLGAALADWPLWYADWMDGQLVEKGRQDMRQLALRLASLFPALFSRENYGRLRLITSSKHRCMDSSAAFLQGLWQHYHPGLPPPDVADMEFGPPTVNDKLMRFFDHCEKFLTEVEKNATALYHVEAFKTGPEMQNILKKVAATLQVPVNDLNADLIQVAFFTCSFDLAIKGVKSP.... Result: 0 (no interaction). (3) The miRNA is mmu-miR-381-3p with sequence UAUACAAGGGCAAGCUCUCUGU. The protein sequence of the target gene is MKCFFPVLSCLAVLGVVSAQRQVTVQEGPLYRTESSHITIWCNVSGYQGPSEQNFQWSIYLPSAPEREVQIVSTVDSSFPYAIYTQRVRGGKIYVERIQGNSALLHITDLQARDAGEYECHTPNTDERYFGSYSAKMNLVVIPDSLQTTAVPQTLHKVEQDPLELSCEVATETVQHTHLSVSWLRQKGGENPVEVISLSRDFILHSSSEYAQRQSLGEVRLDKLGRSTFRLTIFHLQPSDQGEFYCEAAEWIQDPDGSWYAMTRKRSEGAVVNVQPTDKEFTVRLETDKRLHTVGEPVEF.... Result: 1 (interaction). (4) The miRNA is mmu-miR-3101-5p with sequence GGUACCAUUGACUAAAGCUAG. The protein sequence of the target gene is MGILFTRIWRLFNHQEHKVIIVGLDNAGKTTILYQFSMNEVVHTSPTIGSNVEEIVVNNTRFLMWDIGGQESLRPSWNTYYTNTEFVIVVVDSTDRERISVTREELYKMLAHEDLRKAGLLIFANKQDVKECMTVAEISQFLKLTSIKDHQWHIQACCALTGEGLCQGLEWMMSRLKIR. Result: 0 (no interaction). (5) The miRNA is mmu-miR-463-5p with sequence UACCUAAUUUGUUGUCCAUCAU. Result: 0 (no interaction). The protein sequence of the target gene is MGSTKHWGEWLLNLKVAPAGVFGVAFLARVALVFYGVFQDRTLHVRYTDIDYQVFTDAARFVTEGRSPYLRATYRYTPLLGWLLTPNIYLSELFGKFLFISCDLLTAFLLYRLLLLKGLGRRQACGYCVFWLLNPLPMAVSSRGNADSIVASLVLMVLYLIKKRLVACAAVFYGFAVHMKIYPVTYILPITLHLLPDRDNDKSLRQFRYTFQACLYELLKRLCNRAVLLFVAVAGLTFFALSFGFYYEYGWEFLEHTYFYHLTRRDIRHNFSPYFYMLYLTAESKWSFSLGIAAFLPQLI.... (6) The miRNA is hsa-miR-29c-5p with sequence UGACCGAUUUCUCCUGGUGUUC. The protein sequence of the target gene is MHPASVTTTSQDPCAPSGSCRGGRRRRPISVIGGVSFYGNTQVEDVENLLVQPAARPPVPAHQVPPYKAVSARLRPFTFSQSTPIGLDRVGRRRQMKTSNVSSDGGAESSALVDDNGSEEDFSYEELCQANPRYLQPGGEQLAINELISDGSVVCAEALWDHVTMDDQELGFKAGDVIQVLEASNKDWWWGRNEDKEAWFPASFVRLRVNQEELPENCSSSHGEEQDEDTSKARHKHPESQQQMRTNVIQEIMNTERVYIKHLKDICEGYIRQCRKHTGMFTVAQLATIFGNIEDIYKFQ.... Result: 0 (no interaction). (7) The miRNA is mmu-miR-26a-5p with sequence UUCAAGUAAUCCAGGAUAGGCU. The protein sequence of the target gene is MHKLKSAQKDKVRQFMACTQASERTAIYCLTQNEWKLDEATDSFFQNPEAFHRESMKSSVDQKKLEQLYSRYKDPQDENKIGIDGIQQFCDDLSLDPASISVLVIAWKFRAATQCEFSKKEFVDGMTELGCDSTERLKALLPRLEQELKDPAKFKDLYQFTFTFAKNPGQKGLDLEMAVAYWKLVLSGRFKFLDLWNTFLLEHHKRSIPRDTWNLLLDFGNMIADDLSNYDEEGAWPVLIDDFVEYARPVVTGGRRSPF. Result: 1 (interaction).